Dataset: Full USPTO retrosynthesis dataset with 1.9M reactions from patents (1976-2016). Task: Predict the reactants needed to synthesize the given product. (1) The reactants are: O[CH2:2][CH2:3][C:4]1[CH:9]=[CH:8][C:7]([NH:10][C:11]([C:13]2[NH:14][C:15]3[C:20]([CH:21]=2)=[C:19]([O:22][CH2:23][C:24]2[C:28]4[CH:29]=[C:30]([Cl:33])[CH:31]=[CH:32][C:27]=4[O:26][CH:25]=2)[CH:18]=[CH:17][CH:16]=3)=[O:12])=[CH:6][CH:5]=1.[NH:34]1[CH2:39][CH2:38][CH2:37][CH2:36][CH2:35]1. Given the product [N:34]1([CH2:2][CH2:3][C:4]2[CH:9]=[CH:8][C:7]([NH:10][C:11]([C:13]3[NH:14][C:15]4[C:20]([CH:21]=3)=[C:19]([O:22][CH2:23][C:24]3[C:28]5[CH:29]=[C:30]([Cl:33])[CH:31]=[CH:32][C:27]=5[O:26][CH:25]=3)[CH:18]=[CH:17][CH:16]=4)=[O:12])=[CH:6][CH:5]=2)[CH2:39][CH2:38][CH2:37][CH2:36][CH2:35]1, predict the reactants needed to synthesize it. (2) Given the product [F:21][C@@H:19]1[CH2:20][N:16]([C:14](=[O:15])[CH2:13][NH:12][C:7]23[CH2:6][CH2:5][C:4]([C:1]([NH:24][C:25]4[CH:30]=[CH:29][CH:28]=[C:27]([CH3:31])[CH:26]=4)=[O:2])([CH2:9][CH2:8]2)[CH2:11][CH2:10]3)[C@H:17]([C:22]#[N:23])[CH2:18]1, predict the reactants needed to synthesize it. The reactants are: [C:1]([C:4]12[CH2:11][CH2:10][C:7]([NH:12][CH2:13][C:14]([N:16]3[CH2:20][C@@H:19]([F:21])[CH2:18][C@H:17]3[C:22]#[N:23])=[O:15])([CH2:8][CH2:9]1)[CH2:6][CH2:5]2)(O)=[O:2].[NH2:24][C:25]1[CH:30]=[CH:29][CH:28]=[C:27]([CH3:31])[CH:26]=1. (3) Given the product [C:14]([C:13]1[CH:16]=[C:17]([C:20]2[O:24][N:23]=[C:22]([C:25]3[CH:35]=[CH:34][C:28]4[CH2:29][CH2:30][N:31]([CH2:38][C:39]([O:41][C:42]([CH3:45])([CH3:44])[CH3:43])=[O:40])[CH2:32][CH2:33][C:27]=4[C:26]=3[CH3:36])[N:21]=2)[CH:18]=[CH:19][C:12]=1[O:11][CH:9]([CH3:8])[CH3:10])#[N:15], predict the reactants needed to synthesize it. The reactants are: FC(F)(F)C(O)=O.[CH3:8][CH:9]([O:11][C:12]1[CH:19]=[CH:18][C:17]([C:20]2[O:24][N:23]=[C:22]([C:25]3[CH:35]=[CH:34][C:28]4[CH2:29][CH2:30][NH:31][CH2:32][CH2:33][C:27]=4[C:26]=3[CH3:36])[N:21]=2)=[CH:16][C:13]=1[C:14]#[N:15])[CH3:10].Br[CH2:38][C:39]([O:41][C:42]([CH3:45])([CH3:44])[CH3:43])=[O:40].C(=O)([O-])[O-].[K+].[K+]. (4) Given the product [CH3:1][C:2]1[CH:8]=[CH:7][C:5]([NH:6][C:25](=[O:26])[C:24]2[CH:28]=[CH:29][C:20]([CH2:18][N:14]3[CH2:12][CH2:13][N:33]([CH3:32])[CH2:17][CH2:15]3)=[CH:22][CH:23]=2)=[CH:4][C:3]=1[N+:9]([O-:11])=[O:10], predict the reactants needed to synthesize it. The reactants are: [CH3:1][C:2]1[CH:8]=[CH:7][C:5]([NH2:6])=[CH:4][C:3]=1[N+:9]([O-:11])=[O:10].[CH2:12]([N:14]([CH:18]([CH3:20])C)[CH:15]([CH3:17])C)[CH3:13].Cl[CH2:22][C:23]1C=C[CH:29]=[CH:28][C:24]=1[C:25](Cl)=[O:26].[CH3:32][N:33]1CCNCC1.